This data is from Reaction yield outcomes from USPTO patents with 853,638 reactions. The task is: Predict the reaction yield, written as a fraction of the theoretical maximum amount of product (1.0 means a 100% yield; for example, 0.34 means a 34% yield). (1) The reactants are N.[C:2]1(=[O:20])[CH2:19][C@H:18]2[C@@H:4]([CH2:5][CH2:6][C@H:7]3[C@H:16]4[C:11](=[CH:12][C:13](=[O:17])[CH2:14][CH2:15]4)[CH2:10][CH2:9][C@@H:8]32)[CH2:3]1.[NH4+].[Cl-]. The catalyst is C1COCC1. The product is [C:2]1(=[O:20])[CH2:19][C@H:18]2[C@@H:4]([CH2:5][CH2:6][C@H:7]3[C@H:16]4[C@@H:11]([CH2:12][C:13](=[O:17])[CH2:14][CH2:15]4)[CH2:10][CH2:9][C@@H:8]32)[CH2:3]1. The yield is 0.630. (2) The reactants are Br[C:2]1[CH:3]=[C:4]([S:8]([NH:11][C:12]2[CH:21]=[CH:20][C:15]([C:16]([O:18][CH3:19])=[O:17])=[C:14]([OH:22])[CH:13]=2)(=[O:10])=[O:9])[S:5][C:6]=1[Cl:7].[CH3:23][O:24][C:25]1[N:30]=[CH:29][C:28](B(O)O)=[CH:27][CH:26]=1. No catalyst specified. The product is [Cl:7][C:6]1[S:5][C:4]([S:8]([NH:11][C:12]2[CH:21]=[CH:20][C:15]([C:16]([O:18][CH3:19])=[O:17])=[C:14]([OH:22])[CH:13]=2)(=[O:10])=[O:9])=[CH:3][C:2]=1[C:28]1[CH:29]=[N:30][C:25]([O:24][CH3:23])=[CH:26][CH:27]=1. The yield is 0.280. (3) The reactants are [C:1]1([O:17][C@@H:18]2[C@H:22]([OH:23])[C@@H:21]([CH2:24][OH:25])[O:20][C@H:19]2[N:26]2[CH:33]=[CH:32][C:30](=[O:31])[NH:29][C:27]2=[O:28])[C:14]2[C:15]3=[C:16]4[C:11](=[CH:12][CH:13]=2)[CH:10]=[CH:9][CH:8]=[C:7]4[CH:6]=[CH:5][C:4]3=[CH:3][CH:2]=1.[C:34](Cl)([C:51]1[CH:56]=[CH:55][CH:54]=[CH:53][CH:52]=1)([C:43]1[CH:50]=[CH:49][C:46]([O:47][CH3:48])=[CH:45][CH:44]=1)[C:35]1[CH:42]=[CH:41][C:38]([O:39][CH3:40])=[CH:37][CH:36]=1. The catalyst is CN(C1C=CN=CC=1)C.N1C=CC=CC=1. The product is [C:1]1([O:17][C@@H:18]2[C@H:22]([OH:23])[C@@H:21]([CH2:24][O:25][C:34]([C:51]3[CH:56]=[CH:55][CH:54]=[CH:53][CH:52]=3)([C:43]3[CH:50]=[CH:49][C:46]([O:47][CH3:48])=[CH:45][CH:44]=3)[C:35]3[CH:36]=[CH:37][C:38]([O:39][CH3:40])=[CH:41][CH:42]=3)[O:20][C@H:19]2[N:26]2[CH:33]=[CH:32][C:30](=[O:31])[NH:29][C:27]2=[O:28])[C:14]2[C:15]3=[C:16]4[C:11](=[CH:12][CH:13]=2)[CH:10]=[CH:9][CH:8]=[C:7]4[CH:6]=[CH:5][C:4]3=[CH:3][CH:2]=1. The yield is 0.780.